This data is from Forward reaction prediction with 1.9M reactions from USPTO patents (1976-2016). The task is: Predict the product of the given reaction. (1) Given the reactants [CH3:1][C:2]1[C:11]2[C:6](=[CH:7][CH:8]=[CH:9][CH:10]=2)[N:5]=[CH:4][CH:3]=1.[C:12]1([CH3:23])[CH:17]=[CH:16][C:15]([S:18]([O:21]C)(=[O:20])=[O:19])=[CH:14][CH:13]=1, predict the reaction product. The product is: [C:12]1([CH3:23])[CH:13]=[CH:14][C:15]([S:18]([O-:21])(=[O:19])=[O:20])=[CH:16][CH:17]=1.[CH3:12][N+:5]1[C:6]2[C:11](=[CH:10][CH:9]=[CH:8][CH:7]=2)[C:2]([CH3:1])=[CH:3][CH:4]=1. (2) Given the reactants [Cl:1][C:2]1[C:11]2[C:6](=[CH:7][C:8]([C:12]3[C:17]([C:18]([F:21])([F:20])[F:19])=[CH:16][CH:15]=[CH:14][N:13]=3)=[CH:9][CH:10]=2)[N:5]=[CH:4][N:3]=1.[C:22]([C:26]1[CH:32]=[CH:31][C:29](N)=[CH:28][CH:27]=1)([CH3:25])([CH3:24])[CH3:23], predict the reaction product. The product is: [C:22]([C:26]1[CH:32]=[CH:31][C:29]([ClH:1][C:2]2[C:11]3[C:6](=[CH:7][C:8]([C:12]4[C:17]([C:18]([F:20])([F:19])[F:21])=[CH:16][CH:15]=[CH:14][N:13]=4)=[CH:9][CH:10]=3)[N:5]=[CH:4][N:3]=2)=[CH:28][CH:27]=1)([CH3:25])([CH3:24])[CH3:23]. (3) Given the reactants [CH2:1]([N:8]([CH2:20][C:21]1[CH:26]=[CH:25][CH:24]=[CH:23][CH:22]=1)[C:9]1[CH:14]=[CH:13][CH:12]=[C:11]([N+:15]([O-:17])=[O:16])[C:10]=1[CH:18]=[O:19])[C:2]1[CH:7]=[CH:6][CH:5]=[CH:4][CH:3]=1.[BH4-].[Na+], predict the reaction product. The product is: [CH2:20]([N:8]([CH2:1][C:2]1[CH:7]=[CH:6][CH:5]=[CH:4][CH:3]=1)[C:9]1[CH:14]=[CH:13][CH:12]=[C:11]([N+:15]([O-:17])=[O:16])[C:10]=1[CH2:18][OH:19])[C:21]1[CH:22]=[CH:23][CH:24]=[CH:25][CH:26]=1. (4) Given the reactants O1[C:5]2=CO[CH:8]=[C:4]2OC1.[OH:9][C@@H:10]1[O:16][C@H:15]([CH2:17][OH:18])[C@@H:13]([OH:14])[C@H:11]1[OH:12].[C:19](C1NC=CN=1)(C1NC=CN=1)=O.[NH2:31][CH2:32][CH:33]([OH:36])[CH2:34][CH3:35], predict the reaction product. The product is: [OH:36][CH:33]([CH2:34][CH3:35])[CH2:32][NH:31][C:17]([C@@H:15]1[C@H:13]2[C@@H:11]([O:12][C:4]([CH3:5])([CH3:8])[O:14]2)[C@H:10]([O:9][CH3:19])[O:16]1)=[O:18].